From a dataset of Reaction yield outcomes from USPTO patents with 853,638 reactions. Predict the reaction yield, written as a fraction of the theoretical maximum amount of product (1.0 means a 100% yield; for example, 0.34 means a 34% yield). The reactants are C[O:2][C:3]1[CH:8]=[CH:7][C:6]([C:9]([C:11]2[CH:16]=[CH:15][C:14]([CH2:17][CH2:18][C:19]([O:21][CH3:22])=[O:20])=[CH:13][CH:12]=2)=[O:10])=[CH:5][CH:4]=1.[Al+3].[Cl-].[Cl-].[Cl-].O. The catalyst is C1C=CC=CC=1. The product is [OH:2][C:3]1[CH:4]=[CH:5][C:6]([C:9]([C:11]2[CH:16]=[CH:15][C:14]([CH2:17][CH2:18][C:19]([O:21][CH3:22])=[O:20])=[CH:13][CH:12]=2)=[O:10])=[CH:7][CH:8]=1. The yield is 0.960.